This data is from NCI-60 drug combinations with 297,098 pairs across 59 cell lines. The task is: Regression. Given two drug SMILES strings and cell line genomic features, predict the synergy score measuring deviation from expected non-interaction effect. (1) Drug 2: C1CN(P(=O)(OC1)NCCCl)CCCl. Drug 1: CC1C(C(CC(O1)OC2CC(CC3=C2C(=C4C(=C3O)C(=O)C5=C(C4=O)C(=CC=C5)OC)O)(C(=O)CO)O)N)O.Cl. Cell line: SR. Synergy scores: CSS=28.9, Synergy_ZIP=1.92, Synergy_Bliss=7.65, Synergy_Loewe=-28.5, Synergy_HSA=7.32. (2) Drug 1: CN(C)N=NC1=C(NC=N1)C(=O)N. Drug 2: C1=C(C(=O)NC(=O)N1)N(CCCl)CCCl. Cell line: MDA-MB-231. Synergy scores: CSS=22.2, Synergy_ZIP=3.84, Synergy_Bliss=4.95, Synergy_Loewe=-7.01, Synergy_HSA=2.46.